Dataset: Catalyst prediction with 721,799 reactions and 888 catalyst types from USPTO. Task: Predict which catalyst facilitates the given reaction. (1) Reactant: [CH3:1][O:2][C:3]1[CH:11]=[CH:10][C:6]([C:7](Cl)=[O:8])=[CH:5][CH:4]=1.[NH2:12][C:13]1[CH:14]=[C:15]2[C:20](=[CH:21][CH:22]=1)[N:19]([CH2:23][CH2:24][CH:25]([CH3:27])[CH3:26])[C:18](=[O:28])[C:17]([C:29]1[NH:30][S:31](=[O:40])(=[O:39])[C:32]3[CH:38]=[CH:37][CH:36]=[CH:35][C:33]=3[N:34]=1)=[C:16]2[OH:41].N1C=CC=CC=1.Cl. Product: [O:40]=[S:31]1(=[O:39])[C:32]2[CH:38]=[CH:37][CH:36]=[CH:35][C:33]=2[NH:34][C:29]([C:17]2[C:18](=[O:28])[N:19]([CH2:23][CH2:24][CH:25]([CH3:26])[CH3:27])[C:20]3[C:15]([C:16]=2[OH:41])=[CH:14][C:13]([NH:12][C:7](=[O:8])[C:6]2[CH:10]=[CH:11][C:3]([O:2][CH3:1])=[CH:4][CH:5]=2)=[CH:22][CH:21]=3)=[N:30]1. The catalyst class is: 4. (2) Reactant: [CH:1]1([S:4](Cl)(=[O:6])=[O:5])[CH2:3][CH2:2]1.[C:8]([C:10]1([C:16]2[N:21]=[CH:20][C:19]([NH:22][C:23]([C:25]3[CH:26]=[N:27][N:28]([C:31]4[CH:36]=[CH:35][C:34]([C:37]([F:40])([F:39])[F:38])=[CH:33][N:32]=4)[C:29]=3[CH3:30])=[O:24])=[CH:18][CH:17]=2)[CH2:15][CH2:14][NH:13][CH2:12][CH2:11]1)#[N:9].C(=O)([O-])[O-].[K+].[K+].O. The catalyst class is: 9. Product: [C:8]([C:10]1([C:16]2[N:21]=[CH:20][C:19]([NH:22][C:23]([C:25]3[CH:26]=[N:27][N:28]([C:31]4[CH:36]=[CH:35][C:34]([C:37]([F:40])([F:39])[F:38])=[CH:33][N:32]=4)[C:29]=3[CH3:30])=[O:24])=[CH:18][CH:17]=2)[CH2:11][CH2:12][N:13]([S:4]([CH:1]2[CH2:3][CH2:2]2)(=[O:6])=[O:5])[CH2:14][CH2:15]1)#[N:9].